From a dataset of NCI-60 drug combinations with 297,098 pairs across 59 cell lines. Regression. Given two drug SMILES strings and cell line genomic features, predict the synergy score measuring deviation from expected non-interaction effect. (1) Drug 1: CCCS(=O)(=O)NC1=C(C(=C(C=C1)F)C(=O)C2=CNC3=C2C=C(C=N3)C4=CC=C(C=C4)Cl)F. Drug 2: C(=O)(N)NO. Cell line: HCT-15. Synergy scores: CSS=0.746, Synergy_ZIP=2.04, Synergy_Bliss=-0.343, Synergy_Loewe=-0.645, Synergy_HSA=-3.04. (2) Drug 1: COC1=C(C=C2C(=C1)N=CN=C2NC3=CC(=C(C=C3)F)Cl)OCCCN4CCOCC4. Drug 2: CN(C)N=NC1=C(NC=N1)C(=O)N. Cell line: SK-MEL-2. Synergy scores: CSS=19.7, Synergy_ZIP=0.793, Synergy_Bliss=2.62, Synergy_Loewe=-34.2, Synergy_HSA=-0.0677.